From a dataset of Full USPTO retrosynthesis dataset with 1.9M reactions from patents (1976-2016). Predict the reactants needed to synthesize the given product. (1) Given the product [F:1][C:2]1[CH:7]=[N:6][C:5]([N:8]2[C:16]3[CH2:15][CH2:14][NH:13][CH:12]([CH3:17])[C:11]=3[N:10]=[CH:9]2)=[N:4][CH:3]=1, predict the reactants needed to synthesize it. The reactants are: [F:1][C:2]1[CH:3]=[N:4][C:5]([N:8]2[C:16]3[CH:15]=[CH:14][N:13]=[C:12]([CH3:17])[C:11]=3[N:10]=[CH:9]2)=[N:6][CH:7]=1. (2) The reactants are: [C:1]([C@H:5]([NH:9][NH:10][C:11](=[O:21])[C:12]1[CH:17]=[CH:16][CH:15]=[C:14]([O:18][CH3:19])[C:13]=1[CH3:20])[CH2:6][CH:7]=[CH2:8])([CH3:4])([CH3:3])[CH3:2].[H][H]. Given the product [C:1]([C@H:5]([NH:9][NH:10][C:11](=[O:21])[C:12]1[CH:17]=[CH:16][CH:15]=[C:14]([O:18][CH3:19])[C:13]=1[CH3:20])[CH2:6][CH2:7][CH3:8])([CH3:2])([CH3:3])[CH3:4], predict the reactants needed to synthesize it. (3) Given the product [Br:1][C:2]1[CH:3]=[CH:4][C:5]([O:26][CH3:27])=[C:6]([S:8]([C:11]2[CH:12]=[CH:13][C:14]([O:24][CH3:25])=[C:15]([CH:16]=2)[NH2:17])(=[O:10])=[O:9])[CH:7]=1, predict the reactants needed to synthesize it. The reactants are: [Br:1][C:2]1[CH:3]=[CH:4][C:5]([O:26][CH3:27])=[C:6]([S:8]([C:11]2[CH:12]=[CH:13][C:14]([O:24][CH3:25])=[C:15]([NH:17]C(=O)C(F)(F)F)[CH:16]=2)(=[O:10])=[O:9])[CH:7]=1.[OH-].[Na+]. (4) Given the product [Cl:1][C:2]1[CH:3]=[C:4]2[C:8](=[CH:9][CH:10]=1)[N:7]([S:11]([C:14]1[CH:19]=[CH:18][CH:17]=[CH:16][CH:15]=1)(=[O:13])=[O:12])[C:6]([C:20]([O:22][CH2:23][CH3:24])=[O:21])=[C:5]2[S:32]([OH:35])(=[O:34])=[O:33], predict the reactants needed to synthesize it. The reactants are: [Cl:1][C:2]1[CH:3]=[C:4]2[C:8](=[CH:9][CH:10]=1)[N:7]([S:11]([C:14]1[CH:19]=[CH:18][CH:17]=[CH:16][CH:15]=1)(=[O:13])=[O:12])[C:6]([C:20]([O:22][CH2:23][CH3:24])=[O:21])=[CH:5]2.C(OC(=O)C)(=O)C.[S:32](=O)(=[O:35])([OH:34])[OH:33]. (5) Given the product [C:13]([C:3]1[CH:4]=[N:5][C:6]2[C:11]([C:2]=1[NH:16][C:17]1[CH:22]=[N:21][C:20]([N:23]3[CH2:27][CH2:26][CH:25]([NH:28][C:29](=[O:35])[O:30][C:31]([CH3:33])([CH3:32])[CH3:34])[CH2:24]3)=[N:19][CH:18]=1)=[N:10][C:9]([Cl:12])=[CH:8][CH:7]=2)(=[O:15])[CH3:14], predict the reactants needed to synthesize it. The reactants are: Cl[C:2]1[C:11]2[C:6](=[CH:7][CH:8]=[C:9]([Cl:12])[N:10]=2)[N:5]=[CH:4][C:3]=1[C:13](=[O:15])[CH3:14].[NH2:16][C:17]1[CH:18]=[N:19][C:20]([N:23]2[CH2:27][CH2:26][CH:25]([NH:28][C:29](=[O:35])[O:30][C:31]([CH3:34])([CH3:33])[CH3:32])[CH2:24]2)=[N:21][CH:22]=1. (6) Given the product [CH:1]1([C:7]2[CH:8]=[C:9]([CH:10]=[CH:11][CH:12]=2)[NH2:13])[CH2:2][CH2:3][CH2:4][CH2:5][CH2:6]1, predict the reactants needed to synthesize it. The reactants are: [C:1]1([C:7]2[CH:8]=[C:9]([N+:13]([O-])=O)[CH:10]=[CH:11][CH:12]=2)[CH2:6][CH2:5][CH2:4][CH2:3][CH:2]=1. (7) Given the product [C:15]([O:19][C:20]([N:22]1[CH2:27][CH2:26][C:25]([C:5]2[CH:6]=[CH:7][C:2]([Cl:1])=[CH:3][C:4]=2[Cl:9])([OH:28])[CH2:24][CH2:23]1)=[O:21])([CH3:18])([CH3:16])[CH3:17], predict the reactants needed to synthesize it. The reactants are: [Cl:1][C:2]1[CH:7]=[CH:6][C:5](I)=[C:4]([Cl:9])[CH:3]=1.C([Mg]Cl)(C)C.[C:15]([O:19][C:20]([N:22]1[CH2:27][CH2:26][C:25](=[O:28])[CH2:24][CH2:23]1)=[O:21])([CH3:18])([CH3:17])[CH3:16].[BH4-].[Na+].